Dataset: Full USPTO retrosynthesis dataset with 1.9M reactions from patents (1976-2016). Task: Predict the reactants needed to synthesize the given product. (1) Given the product [F:1][C:2]1[CH:11]=[C:10]2[C:5]([C:6]([O:19][CH2:20][CH2:21][OH:22])=[C:7]([C:13]3[CH:18]=[CH:17][CH:16]=[CH:15][CH:14]=3)[NH:8][C:9]2=[O:12])=[CH:4][CH:3]=1, predict the reactants needed to synthesize it. The reactants are: [F:1][C:2]1[CH:11]=[C:10]2[C:5]([C:6]([O:19][CH2:20][CH2:21][O:22]C3CCCCO3)=[C:7]([C:13]3[CH:18]=[CH:17][CH:16]=[CH:15][CH:14]=3)[NH:8][C:9]2=[O:12])=[CH:4][CH:3]=1.C1(C)C=CC(S(O)(=O)=O)=CC=1. (2) Given the product [N+:73]([C:76]1[CH:77]=[C:78]([NH:79][C:2]2[N:7]=[C:6]([O:8][C:9]3[CH:10]=[C:11]4[C:15](=[CH:16][CH:17]=3)[N:14]([C:18]([O:20][C:21]([CH3:24])([CH3:23])[CH3:22])=[O:19])[CH:13]=[CH:12]4)[CH:5]=[CH:4][N:3]=2)[CH:80]=[CH:81][CH:82]=1)([O-:75])=[O:74], predict the reactants needed to synthesize it. The reactants are: Cl[C:2]1[N:7]=[C:6]([O:8][C:9]2[CH:10]=[C:11]3[C:15](=[CH:16][CH:17]=2)[N:14]([C:18]([O:20][C:21]([CH3:24])([CH3:23])[CH3:22])=[O:19])[CH:13]=[CH:12]3)[CH:5]=[CH:4][N:3]=1.C(=O)([O-])[O-].[Cs+].[Cs+].CC1(C)C2C=CC=C(P(C3C=CC=CC=3)C3C=CC=CC=3)C=2OC2C1=CC=CC=2P(C1C=CC=CC=1)C1C=CC=CC=1.[N+:73]([C:76]1[CH:77]=[C:78]([CH:80]=[CH:81][CH:82]=1)[NH2:79])([O-:75])=[O:74]. (3) Given the product [C:1]([C:5]1[CH:9]=[C:8]([CH2:10][NH:11][C:12](=[O:33])[CH:13]([C:15]2[CH:20]=[CH:19][C:18]([C:21]3([OH:24])[CH2:23][CH2:22]3)=[C:17]([F:32])[CH:16]=2)[CH3:14])[N:7]([C:34]2[CH:39]=[CH:38][CH:37]=[C:36]([Cl:40])[CH:35]=2)[N:6]=1)([CH3:2])([CH3:3])[CH3:4], predict the reactants needed to synthesize it. The reactants are: [C:1]([C:5]1[CH:9]=[C:8]([CH2:10][NH:11][C:12](=[O:33])[CH:13]([C:15]2[CH:20]=[CH:19][C:18]([C:21]3([O:24][Si](C(C)(C)C)(C)C)[CH2:23][CH2:22]3)=[C:17]([F:32])[CH:16]=2)[CH3:14])[N:7]([C:34]2[CH:39]=[CH:38][CH:37]=[C:36]([Cl:40])[CH:35]=2)[N:6]=1)([CH3:4])([CH3:3])[CH3:2].CCCC[N+](CCCC)(CCCC)CCCC.[F-]. (4) The reactants are: [CH2:1]1[O:9][C:8]2[CH:7]=[CH:6][C:5]([CH2:10][CH2:11][C:12](O)=[O:13])=[CH:4][C:3]=2[O:2]1.O1CCCC1.B. Given the product [CH2:1]1[O:9][C:8]2[CH:7]=[CH:6][C:5]([CH2:10][CH2:11][CH2:12][OH:13])=[CH:4][C:3]=2[O:2]1, predict the reactants needed to synthesize it.